This data is from Reaction yield outcomes from USPTO patents with 853,638 reactions. The task is: Predict the reaction yield, written as a fraction of the theoretical maximum amount of product (1.0 means a 100% yield; for example, 0.34 means a 34% yield). (1) The reactants are Br.[CH2:2]([C:4]1[N:5]=[C:6]([C@@H:9]([NH2:20])[CH2:10][C:11]2[CH:16]=[CH:15][C:14]([N+:17]([O-:19])=[O:18])=[CH:13][CH:12]=2)[S:7][CH:8]=1)[CH3:3].[C:21]([NH:24][C@H:25]([C:33](O)=[O:34])[CH2:26][C:27]1[CH:32]=[CH:31][CH:30]=[CH:29][CH:28]=1)(=[O:23])[CH3:22].ON1C2C=CC=CC=2N=N1.C(N(C(C)C)CC)(C)C.CN(C)CCCN=C=NCC. The catalyst is CN(C=O)C.O. The product is [C:21]([NH:24][C@@H:25]([CH2:26][C:27]1[CH:28]=[CH:29][CH:30]=[CH:31][CH:32]=1)[C:33]([NH:20][C@H:9]([C:6]1[S:7][CH:8]=[C:4]([CH2:2][CH3:3])[N:5]=1)[CH2:10][C:11]1[CH:16]=[CH:15][C:14]([N+:17]([O-:19])=[O:18])=[CH:13][CH:12]=1)=[O:34])(=[O:23])[CH3:22]. The yield is 0.700. (2) The reactants are C(OC([N:8]1[CH2:13][CH2:12][N:11]([C:14]2[CH:19]=[CH:18][C:17]([O:20][CH2:21][C:22]3[CH:27]=[CH:26][CH:25]=[CH:24][CH:23]=3)=[CH:16][CH:15]=2)[CH2:10][CH2:9]1)=O)(C)(C)C.[ClH:28]. The catalyst is O1CCOCC1. The product is [ClH:28].[CH2:21]([O:20][C:17]1[CH:18]=[CH:19][C:14]([N:11]2[CH2:12][CH2:13][NH:8][CH2:9][CH2:10]2)=[CH:15][CH:16]=1)[C:22]1[CH:27]=[CH:26][CH:25]=[CH:24][CH:23]=1. The yield is 0.891.